From a dataset of NCI-60 drug combinations with 297,098 pairs across 59 cell lines. Regression. Given two drug SMILES strings and cell line genomic features, predict the synergy score measuring deviation from expected non-interaction effect. (1) Drug 1: CCC1=C2CN3C(=CC4=C(C3=O)COC(=O)C4(CC)O)C2=NC5=C1C=C(C=C5)O. Drug 2: CS(=O)(=O)CCNCC1=CC=C(O1)C2=CC3=C(C=C2)N=CN=C3NC4=CC(=C(C=C4)OCC5=CC(=CC=C5)F)Cl. Cell line: M14. Synergy scores: CSS=27.5, Synergy_ZIP=-0.818, Synergy_Bliss=-2.38, Synergy_Loewe=-3.08, Synergy_HSA=-0.712. (2) Drug 1: CS(=O)(=O)C1=CC(=C(C=C1)C(=O)NC2=CC(=C(C=C2)Cl)C3=CC=CC=N3)Cl. Drug 2: CC(C)NC(=O)C1=CC=C(C=C1)CNNC.Cl. Cell line: MDA-MB-435. Synergy scores: CSS=-8.51, Synergy_ZIP=4.10, Synergy_Bliss=0.0548, Synergy_Loewe=-11.0, Synergy_HSA=-7.82. (3) Drug 1: CN(C)N=NC1=C(NC=N1)C(=O)N. Drug 2: CCC1(CC2CC(C3=C(CCN(C2)C1)C4=CC=CC=C4N3)(C5=C(C=C6C(=C5)C78CCN9C7C(C=CC9)(C(C(C8N6C)(C(=O)OC)O)OC(=O)C)CC)OC)C(=O)OC)O.OS(=O)(=O)O. Cell line: OVCAR-4. Synergy scores: CSS=19.0, Synergy_ZIP=-6.89, Synergy_Bliss=-2.96, Synergy_Loewe=-30.5, Synergy_HSA=-3.20. (4) Drug 1: CC=C1C(=O)NC(C(=O)OC2CC(=O)NC(C(=O)NC(CSSCCC=C2)C(=O)N1)C(C)C)C(C)C. Drug 2: CC1=C(N=C(N=C1N)C(CC(=O)N)NCC(C(=O)N)N)C(=O)NC(C(C2=CN=CN2)OC3C(C(C(C(O3)CO)O)O)OC4C(C(C(C(O4)CO)O)OC(=O)N)O)C(=O)NC(C)C(C(C)C(=O)NC(C(C)O)C(=O)NCCC5=NC(=CS5)C6=NC(=CS6)C(=O)NCCC[S+](C)C)O. Cell line: A498. Synergy scores: CSS=61.6, Synergy_ZIP=-0.661, Synergy_Bliss=1.59, Synergy_Loewe=-7.19, Synergy_HSA=4.60. (5) Cell line: NCI-H322M. Synergy scores: CSS=-1.59, Synergy_ZIP=0.493, Synergy_Bliss=-0.0367, Synergy_Loewe=-1.48, Synergy_HSA=-2.01. Drug 2: CCC1(C2=C(COC1=O)C(=O)N3CC4=CC5=C(C=CC(=C5CN(C)C)O)N=C4C3=C2)O.Cl. Drug 1: CS(=O)(=O)C1=CC(=C(C=C1)C(=O)NC2=CC(=C(C=C2)Cl)C3=CC=CC=N3)Cl.